From a dataset of Full USPTO retrosynthesis dataset with 1.9M reactions from patents (1976-2016). Predict the reactants needed to synthesize the given product. (1) Given the product [F:1][C:2]1[C:7]([CH2:8][N:41]2[C:39]3=[N:40][C:35]([NH:34][C:32]4[CH:31]=[N:30][N:29]([CH3:28])[CH:33]=4)=[N:36][CH:37]=[C:38]3[CH:43]=[N:42]2)=[C:6]([F:14])[CH:5]=[CH:4][C:3]=1[N:15]1[CH2:20][CH2:19][N:18]([C:21]([O:23][C:24]([CH3:27])([CH3:26])[CH3:25])=[O:22])[CH2:17][CH2:16]1, predict the reactants needed to synthesize it. The reactants are: [F:1][C:2]1[C:7]([CH2:8]OS(C)(=O)=O)=[C:6]([F:14])[CH:5]=[CH:4][C:3]=1[N:15]1[CH2:20][CH2:19][N:18]([C:21]([O:23][C:24]([CH3:27])([CH3:26])[CH3:25])=[O:22])[CH2:17][CH2:16]1.[CH3:28][N:29]1[CH:33]=[C:32]([NH:34][C:35]2[N:40]=[C:39]3[NH:41][N:42]=[CH:43][C:38]3=[CH:37][N:36]=2)[CH:31]=[N:30]1. (2) Given the product [Br:14][C:15]1[CH:16]=[C:17]([O:29][C:30]2[CH:31]=[CH:32][CH:33]=[CH:34][CH:35]=2)[C:18]([NH:21][C:22]2[S:23][CH:24]=[C:25]([CH2:27][NH:1][C:2]3[CH:7]=[CH:6][CH:5]=[CH:4][CH:3]=3)[N:26]=2)=[N:19][CH:20]=1, predict the reactants needed to synthesize it. The reactants are: [NH2:1][C:2]1[CH:7]=[CH:6][CH:5]=[CH:4][CH:3]=1.C([O-])([O-])=O.[Cs+].[Cs+].[Br:14][C:15]1[CH:16]=[C:17]([O:29][C:30]2[CH:35]=[CH:34][CH:33]=[CH:32][CH:31]=2)[C:18]([NH:21][C:22]2[S:23][CH:24]=[C:25]([CH2:27]Cl)[N:26]=2)=[N:19][CH:20]=1.